From a dataset of Aqueous solubility values for 9,982 compounds from the AqSolDB database. Regression/Classification. Given a drug SMILES string, predict its absorption, distribution, metabolism, or excretion properties. Task type varies by dataset: regression for continuous measurements (e.g., permeability, clearance, half-life) or binary classification for categorical outcomes (e.g., BBB penetration, CYP inhibition). For this dataset (solubility_aqsoldb), we predict Y. (1) The molecule is c1ccc(CNc2ncnc3[nH]cnc23)cc1. The Y is -3.60 log mol/L. (2) The compound is CC(C)(C)OOC(C)(C)c1ccc(C(C)(C)OOC(C)(C)C)cc1. The Y is -5.74 log mol/L.